Dataset: Full USPTO retrosynthesis dataset with 1.9M reactions from patents (1976-2016). Task: Predict the reactants needed to synthesize the given product. (1) Given the product [CH3:1][N:2]1[CH:6]=[CH:5][N:4]=[C:3]1[CH:7]1[CH2:12][CH2:11][N:10]([C:13]([O:15][C:16]([CH3:19])([CH3:18])[CH3:17])=[O:14])[CH2:9][CH2:8]1, predict the reactants needed to synthesize it. The reactants are: [CH3:1][N:2]1[CH:6]=[CH:5][N:4]=[C:3]1[C:7]1[CH2:8][CH2:9][N:10]([C:13]([O:15][C:16]([CH3:19])([CH3:18])[CH3:17])=[O:14])[CH2:11][CH:12]=1. (2) Given the product [CH3:29][N:30]1[CH2:35][CH2:34][N:33]([CH2:18][C:15]2[CH:16]=[CH:17][C:12]([C:11]([NH:10][C:8]3[CH:7]=[CH:6][C:5]([CH3:21])=[C:4]([CH:9]=3)[C:3]([O:2][CH3:1])=[O:22])=[O:20])=[CH:13][CH:14]=2)[CH2:32][CH2:31]1, predict the reactants needed to synthesize it. The reactants are: [CH3:1][O:2][C:3](=[O:22])[C:4]1[CH:9]=[C:8]([NH:10][C:11](=[O:20])[C:12]2[CH:17]=[CH:16][C:15]([CH2:18]Cl)=[CH:14][CH:13]=2)[CH:7]=[CH:6][C:5]=1[CH3:21].C(=O)([O-])[O-].[K+].[K+].[CH3:29][N:30]1[CH2:35][CH2:34][NH:33][CH2:32][CH2:31]1.[I-].[K+]. (3) Given the product [CH2:24]([N:12]([CH2:10][CH3:11])[C:13]1[CH:20]=[CH:19][C:16]([CH:17]([OH:18])[C:1]#[CH:2])=[CH:15][C:14]=1[CH:21]([CH3:23])[CH3:22])[CH3:25], predict the reactants needed to synthesize it. The reactants are: [C:1]([Mg]Br)#[CH:2].C1COCC1.[CH2:10]([N:12]([CH2:24][CH3:25])[C:13]1[CH:20]=[CH:19][C:16]([CH:17]=[O:18])=[CH:15][C:14]=1[CH:21]([CH3:23])[CH3:22])[CH3:11]. (4) Given the product [CH3:1][N:2]1[CH:6]=[CH:5][CH:4]=[C:3]1[C:7]([N:50]1[CH2:51][CH2:52][C:53]2[C:48](=[CH:47][CH:46]=[C:45]([C:54]([O:56][CH3:57])=[O:55])[CH:10]=2)[CH2:49]1)=[O:9], predict the reactants needed to synthesize it. The reactants are: [CH3:1][N:2]1[CH:6]=[CH:5][CH:4]=[C:3]1[C:7]([OH:9])=O.[CH3:10]N(C(ON1N=NC2C=CC=NC1=2)=[N+](C)C)C.F[P-](F)(F)(F)(F)F.CCN(C(C)C)C(C)C.Cl.N1[C:53]2[CH2:52][CH2:51][NH:50][CH2:49][C:48]=2[CH:47]=[CH:46][C:45]=1[C:54]([O:56][CH3:57])=[O:55].